From a dataset of Catalyst prediction with 721,799 reactions and 888 catalyst types from USPTO. Predict which catalyst facilitates the given reaction. (1) Reactant: C[O:2][C:3](=[O:24])[CH2:4][O:5][C:6]1[CH:11]=[CH:10][C:9]([CH2:12][CH2:13][CH2:14][CH2:15][NH:16][C:17]([O:19][C:20]([CH3:23])([CH3:22])[CH3:21])=[O:18])=[CH:8][CH:7]=1.[OH-].[K+]. Product: [C:20]([O:19][C:17]([NH:16][CH2:15][CH2:14][CH2:13][CH2:12][C:9]1[CH:8]=[CH:7][C:6]([O:5][CH2:4][C:3]([OH:24])=[O:2])=[CH:11][CH:10]=1)=[O:18])([CH3:23])([CH3:21])[CH3:22]. The catalyst class is: 5. (2) Reactant: [Cl:1][C:2]1[CH:7]=[CH:6][C:5]([S:8]([N:11]2[C:17]3[CH:18]=[CH:19][CH:20]=[CH:21][C:16]=3[C:15](=[O:22])[NH:14][CH2:13][CH2:12]2)(=[O:10])=[O:9])=[CH:4][C:3]=1[N+:23]([O-])=O.Cl.O.[OH-].[Na+]. Product: [NH2:23][C:3]1[CH:4]=[C:5]([S:8]([N:11]2[C:17]3[CH:18]=[CH:19][CH:20]=[CH:21][C:16]=3[C:15](=[O:22])[NH:14][CH2:13][CH2:12]2)(=[O:10])=[O:9])[CH:6]=[CH:7][C:2]=1[Cl:1]. The catalyst class is: 8. (3) Reactant: [CH2:1]([O:3][C:4]1[CH:13]=[C:12]([O:14][CH2:15][CH3:16])[CH:11]=[C:10]2[C:5]=1[C:6](=[O:17])[NH:7][CH:8]=[N:9]2)C.C[O-].[Na+].Cl. Product: [CH2:15]([O:14][C:12]1[CH:11]=[C:10]2[C:5]([C:6](=[O:17])[NH:7][CH:8]=[N:9]2)=[C:4]([O:3][CH3:1])[CH:13]=1)[CH3:16]. The catalyst class is: 9. (4) Reactant: [CH2:1]([O:8][C:9]1[CH:10]=[C:11]2[C:16](=[CH:17][CH:18]=1)[C:15]([O:19][S:20]([CH3:23])(=[O:22])=[O:21])=[C:14](Br)[CH:13]=[CH:12]2)[C:2]1[CH:7]=[CH:6][CH:5]=[CH:4][CH:3]=1.[F:25][C:26]1[CH:31]=[CH:30][C:29](B(O)O)=[CH:28][CH:27]=1.C(=O)([O-])[O-].[Na+].[Na+].C(O)C. Product: [CH2:1]([O:8][C:9]1[CH:10]=[C:11]2[C:16](=[CH:17][CH:18]=1)[C:15]([O:19][S:20]([CH3:23])(=[O:22])=[O:21])=[C:14]([C:29]1[CH:30]=[CH:31][C:26]([F:25])=[CH:27][CH:28]=1)[CH:13]=[CH:12]2)[C:2]1[CH:7]=[CH:6][CH:5]=[CH:4][CH:3]=1. The catalyst class is: 93. (5) Reactant: [F:1][C:2]1[CH:7]=[CH:6][C:5]([CH:8](O)[CH2:9][N:10]([CH3:20])[S:11]([C:14]2[S:15][C:16]([Br:19])=[CH:17][CH:18]=2)(=[O:13])=[O:12])=[CH:4][CH:3]=1.C(N(S(F)(F)[F:28])CC)C.C(=O)(O)[O-].[Na+]. Product: [F:28][CH:8]([C:5]1[CH:6]=[CH:7][C:2]([F:1])=[CH:3][CH:4]=1)[CH2:9][N:10]([CH3:20])[S:11]([C:14]1[S:15][C:16]([Br:19])=[CH:17][CH:18]=1)(=[O:13])=[O:12]. The catalyst class is: 4. (6) Reactant: [OH-].[K+].[CH2:3]([O:5][C:6](=[O:12])[C:7](Br)([CH3:10])[CH2:8][CH3:9])[CH3:4].[OH:13][C:14]1[CH:15]=[C:16]([CH2:20][CH2:21][NH:22][C:23](=[O:30])[CH2:24][CH2:25][CH2:26][CH2:27][CH2:28][CH3:29])[CH:17]=[CH:18][CH:19]=1.C(O)(=O)CCCCCC. Product: [CH2:3]([O:5][C:6](=[O:12])[C:7]([O:13][C:14]1[CH:19]=[CH:18][CH:17]=[C:16]([CH2:20][CH2:21][NH:22][C:23](=[O:30])[CH2:24][CH2:25][CH2:26][CH2:27][CH2:28][CH3:29])[CH:15]=1)([CH3:10])[CH2:8][CH3:9])[CH3:4]. The catalyst class is: 8. (7) Reactant: [Cl:1][C:2]1[C:3]2[N:4]([C:21]([CH2:24][CH:25]3[CH2:27][CH2:26]3)=[N:22][N:23]=2)[CH:5]=[CH:6][C:7]=1[NH:8][CH2:9][C@@H:10]1[CH2:14][CH2:13][CH2:12][C@H:11]1[C:15]1[CH:20]=[CH:19][CH:18]=[CH:17][CH:16]=1. Product: [Cl:1][C:2]1[C:3]2[N:4]([C:21]([CH2:24][CH:25]3[CH2:26][CH2:27]3)=[N:22][N:23]=2)[CH:5]=[CH:6][C:7]=1[NH:8][CH2:9][C@H:10]1[CH2:14][CH2:13][CH2:12][C@@H:11]1[C:15]1[CH:16]=[CH:17][CH:18]=[CH:19][CH:20]=1. The catalyst class is: 8.